From a dataset of Forward reaction prediction with 1.9M reactions from USPTO patents (1976-2016). Predict the product of the given reaction. The product is: [Br:1][C:2]1[CH:7]=[CH:6][C:5]([O:8][CH:11]2[CH2:12][CH2:13][O:9][CH2:10]2)=[CH:4][N:3]=1. Given the reactants [Br:1][C:2]1[CH:7]=[CH:6][C:5]([OH:8])=[CH:4][N:3]=1.[O:9]1[CH2:13][CH2:12][CH:11](OS(C2C=CC(C)=CC=2)(=O)=O)[CH2:10]1, predict the reaction product.